From a dataset of Catalyst prediction with 721,799 reactions and 888 catalyst types from USPTO. Predict which catalyst facilitates the given reaction. (1) Reactant: [Br:1][C:2]1[CH:7]=[CH:6][C:5]([C:8]2[N:9]=[C:10]([C:21]3[CH:26]=[CH:25][CH:24]=[CH:23][C:22]=3[Cl:27])[N:11](O)[C:12]=2[C:13]2[CH:18]=[CH:17][NH:16][C:15](=[O:19])[CH:14]=2)=[CH:4][CH:3]=1. Product: [Br:1][C:2]1[CH:7]=[CH:6][C:5]([C:8]2[N:9]=[C:10]([C:21]3[CH:26]=[CH:25][CH:24]=[CH:23][C:22]=3[Cl:27])[NH:11][C:12]=2[C:13]2[CH:18]=[CH:17][NH:16][C:15](=[O:19])[CH:14]=2)=[CH:4][CH:3]=1. The catalyst class is: 5. (2) Reactant: [CH3:1][C:2]1[CH:9]=[CH:8][C:7]([C:10]2[CH:14]=[CH:13][NH:12][N:11]=2)=[CH:6][C:3]=1[C:4]#[N:5].C(=O)([O-])[O-].[K+].[K+].Br[C:22]1[C:23]([CH3:29])=[N:24][C:25]([CH3:28])=[CH:26][CH:27]=1.CNC1CCCCC1NC. Product: [CH3:29][C:23]1[C:22]([N:12]2[CH:13]=[CH:14][C:10]([C:7]3[CH:8]=[CH:9][C:2]([CH3:1])=[C:3]([CH:6]=3)[C:4]#[N:5])=[N:11]2)=[CH:27][CH:26]=[C:25]([CH3:28])[N:24]=1. The catalyst class is: 122. (3) The catalyst class is: 139. Reactant: [Cl:1][C:2]1[C:3]([N:27]([CH:29]([CH3:31])[CH3:30])[CH3:28])=[CH:4][C:5]2[N:11]=[C:10]([C:12]3[CH:17]=[CH:16][CH:15]=[C:14]([N:18]4[C:22]([CH2:23]O)=[CH:21][N:20]=[N:19]4)[CH:13]=3)[CH2:9][C:8](=[O:25])[NH:7][C:6]=2[CH:26]=1.S(Cl)(Cl)=O.[Cl-].[NH2:37][CH2:38][CH:39]1[CH2:41][CH2:40]1. Product: [Cl:1][C:2]1[C:3]([N:27]([CH:29]([CH3:30])[CH3:31])[CH3:28])=[CH:4][C:5]2[N:11]=[C:10]([C:12]3[CH:17]=[CH:16][CH:15]=[C:14]([N:18]4[C:22]([CH2:23][NH:37][CH2:38][CH:39]5[CH2:41][CH2:40]5)=[CH:21][N:20]=[N:19]4)[CH:13]=3)[CH2:9][C:8](=[O:25])[NH:7][C:6]=2[CH:26]=1. (4) Reactant: [C:1]([C:3]1[CH:4]=[C:5]([S:10](Cl)(=[O:12])=[O:11])[CH:6]=[CH:7][C:8]=1[F:9])#[N:2].[NH2:14][C:15]1[S:16][CH:17]=[CH:18][N:19]=1.N1C=CC=CC=1. Product: [C:1]([C:3]1[CH:4]=[C:5]([S:10]([NH:14][C:15]2[S:16][CH:17]=[CH:18][N:19]=2)(=[O:12])=[O:11])[CH:6]=[CH:7][C:8]=1[F:9])#[N:2]. The catalyst class is: 4.